The task is: Predict the reactants needed to synthesize the given product.. This data is from Full USPTO retrosynthesis dataset with 1.9M reactions from patents (1976-2016). (1) Given the product [CH2:1]([O:3][C:4]([C@@H:5]1[C@H:23]([C:24]2[CH:29]=[CH:28][CH:27]=[CH:26][CH:25]=2)[C@H:6]1[C:7]1[CH:8]=[CH:9][C:10]([C:13]2[O:17][C:16]([CH:18]3[CH2:19][CH2:20]3)=[N:15][CH:14]=2)=[CH:11][CH:12]=1)=[O:21])[CH3:2], predict the reactants needed to synthesize it. The reactants are: [CH2:1]([O:3][C:4](=[O:21])/[CH:5]=[CH:6]/[C:7]1[CH:12]=[CH:11][C:10]([C:13]2[O:17][C:16]([CH:18]3[CH2:20][CH2:19]3)=[N:15][CH:14]=2)=[CH:9][CH:8]=1)[CH3:2].[Br-].[CH2:23]([S+]1CCCC1)[C:24]1[CH:29]=[CH:28][CH:27]=[CH:26][CH:25]=1. (2) Given the product [NH2:9][C:4]1[C:5]([OH:8])=[N:6][CH:7]=[C:2]([Br:1])[C:3]=1[CH3:12], predict the reactants needed to synthesize it. The reactants are: [Br:1][C:2]1[C:3]([CH3:12])=[C:4]([N+:9]([O-])=O)[C:5]([OH:8])=[N:6][CH:7]=1.[Sn](Cl)Cl. (3) Given the product [Br:3][C:4]1[N:9]=[C:8]([Cl:10])[C:7]([C:11]2([C:12]#[N:13])[CH2:16][CH2:15]2)=[CH:6][CH:5]=1, predict the reactants needed to synthesize it. The reactants are: [OH-].[Na+].[Br:3][C:4]1[N:9]=[C:8]([Cl:10])[C:7]([CH2:11][C:12]#[N:13])=[CH:6][CH:5]=1.Br[CH2:15][CH2:16]Cl.